Predict the reactants needed to synthesize the given product. From a dataset of Full USPTO retrosynthesis dataset with 1.9M reactions from patents (1976-2016). (1) Given the product [Cl:1][C:2]1[CH:3]=[CH:4][C:5]([CH:8]2[CH2:9][CH2:10][N:11]([CH2:14][CH2:15][CH:16]=[C:17]3[C:27]4[C:22](=[N:23][CH:24]=[CH:25][CH:26]=4)[O:21][C:20]4[CH:28]=[CH:29][CH:30]=[C:31]([O:32][CH2:35][CH3:36])[C:19]=4[CH2:18]3)[CH2:12][CH2:13]2)=[CH:6][CH:7]=1, predict the reactants needed to synthesize it. The reactants are: [Cl:1][C:2]1[CH:7]=[CH:6][C:5]([C:8]2(O)[CH2:13][CH2:12][N:11]([CH2:14][CH2:15][CH:16]=[C:17]3[C:27]4[C:22](=[N:23][CH:24]=[CH:25][CH:26]=4)[O:21][C:20]4[CH:28]=[CH:29][CH:30]=[C:31]([OH:32])[C:19]=4[CH2:18]3)[CH2:10][CH2:9]2)=[CH:4][CH:3]=1.Cl[C:35]1C=CC(C2CCN(CCC=C3C4C(=NC=CC=4)OC4C=CC=C(O)C=4C3)CC2)=C[CH:36]=1. (2) Given the product [Br:11][C:12]1[CH:13]=[C:14]([N:1]2[CH2:5][CH2:4][CH2:3][CH2:2]2)[CH:15]=[C:16]([O:18][CH2:19][O:20][CH3:21])[CH:17]=1, predict the reactants needed to synthesize it. The reactants are: [NH:1]1[CH2:5][CH2:4][CH2:3][CH2:2]1.[Li]CCCC.[Br:11][C:12]1[CH:17]=[C:16]([O:18][CH2:19][O:20][CH3:21])[CH:15]=[C:14](Br)[CH:13]=1.[Br-].[Li+]. (3) Given the product [ClH:27].[ClH:27].[NH:23]1[C:24]2[C:20](=[CH:19][C:18]([N:15]3[CH2:14][CH2:13][N:12]([CH2:11][CH2:10][C@@H:3]4[C:4]5[C:9](=[CH:8][CH:7]=[CH:6][CH:5]=5)[N:1]([CH2:28][C:29]([NH2:31])=[O:30])[CH2:2]4)[CH2:17][CH2:16]3)=[CH:26][CH:25]=2)[CH:21]=[CH:22]1, predict the reactants needed to synthesize it. The reactants are: [NH:1]1[C:9]2[C:4](=[CH:5][CH:6]=[CH:7][CH:8]=2)[C@@H:3]([CH2:10][CH2:11][N:12]2[CH2:17][CH2:16][N:15]([C:18]3[CH:19]=[C:20]4[C:24](=[CH:25][CH:26]=3)[NH:23][CH:22]=[CH:21]4)[CH2:14][CH2:13]2)[CH2:2]1.[Cl:27][CH2:28][C:29]([NH2:31])=[O:30]. (4) The reactants are: [OH:1][C:2]1[C:3]([N+:9]([O-])=O)=[N:4][C:5]([CH3:8])=[CH:6][CH:7]=1. Given the product [NH2:9][C:3]1[C:2]([OH:1])=[CH:7][CH:6]=[C:5]([CH3:8])[N:4]=1, predict the reactants needed to synthesize it. (5) Given the product [ClH:31].[ClH:31].[N:1]1([CH2:6][CH2:7][CH2:8][NH:9][C:10]2[CH:11]=[CH:12][C:13]([NH2:16])=[CH:14][CH:15]=2)[CH2:5][CH2:4][CH2:3][CH2:2]1, predict the reactants needed to synthesize it. The reactants are: [N:1]1([CH2:6][CH2:7][CH2:8][NH:9][C:10]2[CH:15]=[CH:14][C:13]([N+:16]([O-])=O)=[CH:12][CH:11]=2)[CH2:5][CH2:4][CH2:3][CH2:2]1.C1(N)C(F)=C(F)C(F)=C(N)C=1F.[ClH:31].Cl. (6) Given the product [C:1]([C:5]1[CH:10]=[CH:9][C:8]([CH:11]=[N:12][O:13][CH2:14][CH2:15][O:16][C:17]2[CH:25]=[CH:24][C:20]([C:21]([OH:23])=[O:22])=[C:19]([O:26][CH2:33][C:32]3[CH:31]=[CH:30][C:29]([C:28]([F:27])([F:37])[F:38])=[CH:36][CH:35]=3)[CH:18]=2)=[CH:7][CH:6]=1)([CH3:4])([CH3:2])[CH3:3], predict the reactants needed to synthesize it. The reactants are: [C:1]([C:5]1[CH:10]=[CH:9][C:8]([CH:11]=[N:12][O:13][CH2:14][CH2:15][O:16][C:17]2[CH:25]=[CH:24][C:20]([C:21]([OH:23])=[O:22])=[C:19]([OH:26])[CH:18]=2)=[CH:7][CH:6]=1)([CH3:4])([CH3:3])[CH3:2].[F:27][C:28]([F:38])([F:37])[C:29]1[CH:36]=[CH:35][C:32]([CH2:33]Br)=[CH:31][CH:30]=1. (7) Given the product [OH:6][C:5]1[CH:7]=[CH:8][CH:9]=[C:10]([OH:11])[C:4]=1[NH:1][C:19](=[O:21])[CH3:20], predict the reactants needed to synthesize it. The reactants are: [N+:1]([C:4]1[C:10]([OH:11])=[CH:9][CH:8]=[CH:7][C:5]=1[OH:6])([O-])=O.C(N(CC)CC)C.[C:19](Cl)(=[O:21])[CH3:20].[OH-].[Na+].